The task is: Predict the reactants needed to synthesize the given product.. This data is from Full USPTO retrosynthesis dataset with 1.9M reactions from patents (1976-2016). (1) Given the product [CH2:1]([N:8]1[C:12](=[O:13])[CH:11]2[CH:10]([NH:16][N:15]=[C:17]2[C:18]([O:20][CH2:21][CH3:22])=[O:19])[C:9]1=[O:14])[C:2]1[CH:3]=[CH:4][CH:5]=[CH:6][CH:7]=1, predict the reactants needed to synthesize it. The reactants are: [CH2:1]([N:8]1[C:12](=[O:13])[CH:11]=[CH:10][C:9]1=[O:14])[C:2]1[CH:7]=[CH:6][CH:5]=[CH:4][CH:3]=1.[N+:15](=[CH:17][C:18]([O:20][CH2:21][CH3:22])=[O:19])=[N-:16]. (2) The reactants are: [NH2:1][C:2]1[CH:22]=[CH:21][C:5]([CH2:6][N:7]([CH:15]2[CH2:20][CH2:19][CH2:18][CH2:17][CH2:16]2)[C:8]([C:10]2[O:11][CH:12]=[CH:13][CH:14]=2)=[O:9])=[CH:4][CH:3]=1.[CH:23]1[C:35]2[CH:34]([CH2:36][O:37][C:38]([NH:40][C@@H:41]([CH2:45][C:46]3[CH:51]=[CH:50][CH:49]=[CH:48][CH:47]=3)[C:42](O)=[O:43])=[O:39])[C:33]3[C:28](=[CH:29][CH:30]=[CH:31][CH:32]=3)[C:27]=2[CH:26]=[CH:25][CH:24]=1.C1C2C(COC(=O)N[C@H](C(=O)NC3C=CC(C)=CC=3)CCCCNC(OC(C)(C)C)=O)C3C(=CC=CC=3)C=2C=CC=1. Given the product [CH:23]1[C:35]2[CH:34]([CH2:36][O:37][C:38](=[O:39])[NH:40][C@H:41]([C:42](=[O:43])[NH:1][C:2]3[CH:3]=[CH:4][C:5]([CH2:6][N:7]([CH:15]4[CH2:20][CH2:19][CH2:18][CH2:17][CH2:16]4)[C:8]([C:10]4[O:11][CH:12]=[CH:13][CH:14]=4)=[O:9])=[CH:21][CH:22]=3)[CH2:45][C:46]3[CH:47]=[CH:48][CH:49]=[CH:50][CH:51]=3)[C:33]3[C:28](=[CH:29][CH:30]=[CH:31][CH:32]=3)[C:27]=2[CH:26]=[CH:25][CH:24]=1, predict the reactants needed to synthesize it. (3) Given the product [CH2:2]([O:4][C:5](=[O:16])[CH:6]([NH:7][C:30]([C:25]1([NH:24][C:17]([O:19][C:20]([CH3:23])([CH3:22])[CH3:21])=[O:18])[CH2:29][CH2:28][CH2:27][CH2:26]1)=[O:31])[CH2:8][C:9]1[CH:10]=[CH:11][C:12]([OH:15])=[CH:13][CH:14]=1)[CH3:3], predict the reactants needed to synthesize it. The reactants are: Cl.[CH2:2]([O:4][C:5](=[O:16])[C@H:6]([CH2:8][C:9]1[CH:14]=[CH:13][C:12]([OH:15])=[CH:11][CH:10]=1)[NH2:7])[CH3:3].[C:17]([NH:24][C:25]1([C:30](O)=[O:31])[CH2:29][CH2:28][CH2:27][CH2:26]1)([O:19][C:20]([CH3:23])([CH3:22])[CH3:21])=[O:18].C1C=CC2N(O)N=NC=2C=1.C1CCC(N=C=NC2CCCCC2)CC1.CCN(CC)CC. (4) Given the product [Cl:23][C:24]1[CH:25]=[C:26]([CH:29]=[CH:30][CH:31]=1)[CH2:27][NH:28][C:19]([C:13]1[CH:12]=[C:11]2[C:16]([C:17](=[O:18])[N:8]([C:4]3[CH:3]=[C:2]([OH:1])[CH:7]=[CH:6][N:5]=3)[C:9](=[S:22])[NH:10]2)=[CH:15][CH:14]=1)=[O:21], predict the reactants needed to synthesize it. The reactants are: [OH:1][C:2]1[CH:7]=[CH:6][N:5]=[C:4]([N:8]2[C:17](=[O:18])[C:16]3[C:11](=[CH:12][C:13]([C:19]([OH:21])=O)=[CH:14][CH:15]=3)[NH:10][C:9]2=[S:22])[CH:3]=1.[Cl:23][C:24]1[CH:25]=[C:26]([CH:29]=[CH:30][CH:31]=1)[CH2:27][NH2:28].CCN(C(C)C)C(C)C.CN(C(ON1N=NC2C=CC=NC1=2)=[N+](C)C)C.F[P-](F)(F)(F)(F)F. (5) Given the product [CH3:13][C:12]1[C:14](=[O:15])[NH:16][CH:9]=[C:7]([C:1]2[CH:2]=[CH:3][CH:4]=[CH:5][CH:6]=2)[N:11]=1, predict the reactants needed to synthesize it. The reactants are: [C:1]1([C:7]([CH:9]=O)=O)[CH:6]=[CH:5][CH:4]=[CH:3][CH:2]=1.[NH2:11][C@H:12]([C:14]([NH2:16])=[O:15])[CH3:13].[OH-].[Na+].